This data is from Reaction yield outcomes from USPTO patents with 853,638 reactions. The task is: Predict the reaction yield, written as a fraction of the theoretical maximum amount of product (1.0 means a 100% yield; for example, 0.34 means a 34% yield). (1) The reactants are Cl[C:2]1[CH:7]=[CH:6][C:5]([O:8][CH3:9])=[CH:4][CH:3]=1.[NH:10]1[CH2:15][CH2:14][CH2:13][CH2:12][CH2:11]1.CC([O-])(C)C.[Na+]. The catalyst is C1(C)C=CC=CC=1.C1C=CC(/C=C/C(/C=C/C2C=CC=CC=2)=O)=CC=1.C1C=CC(/C=C/C(/C=C/C2C=CC=CC=2)=O)=CC=1.C1C=CC(/C=C/C(/C=C/C2C=CC=CC=2)=O)=CC=1.[Pd].[Pd]. The product is [CH3:9][O:8][C:5]1[CH:6]=[CH:7][C:2]([N:10]2[CH2:15][CH2:14][CH2:13][CH2:12][CH2:11]2)=[CH:3][CH:4]=1. The yield is 0.670. (2) The reactants are [F:1][C:2]1[CH:3]=[C:4]2[C:9](=[CH:10][C:11]=1[F:12])[NH:8][C:7](=[O:13])[CH2:6][CH2:5]2.[H-].[Na+].[Cl:16][CH2:17][CH2:18][CH2:19]I. The catalyst is CN(C=O)C. The product is [Cl:16][CH2:17][CH2:18][CH2:19][N:8]1[C:9]2[C:4](=[CH:3][C:2]([F:1])=[C:11]([F:12])[CH:10]=2)[CH2:5][CH2:6][C:7]1=[O:13]. The yield is 0.470.